From a dataset of Cav3 T-type calcium channel HTS with 100,875 compounds. Binary Classification. Given a drug SMILES string, predict its activity (active/inactive) in a high-throughput screening assay against a specified biological target. (1) The molecule is O(C(=O)N1CCC(CC1)c1nc2n([nH]c(c2)c2cc(OC)cc(OC)c2)c(=O)c1)C(C)(C)C. The result is 0 (inactive). (2) The drug is Clc1c(C=2OC(=O)C(/N2)=C/N(C)C)ccc(Cl)c1. The result is 0 (inactive). (3) The result is 0 (inactive). The molecule is O=C(n1nc(cc1C)C)CNc1cc(c(cc1)C)C. (4) The drug is S(=O)(=O)(N1C(CC(O)C1)C(=O)Nc1cc2CCCc2cc1)c1ccc(cc1)C. The result is 0 (inactive).